Predict which catalyst facilitates the given reaction. From a dataset of Catalyst prediction with 721,799 reactions and 888 catalyst types from USPTO. Reactant: [CH2:1]([O:8][C@@H:9]1[C@@:15]([CH2:25][O:26][S:27]([CH3:30])(=[O:29])=[O:28])([CH2:16][O:17][CH2:18][C:19]2[CH:24]=[CH:23][CH:22]=[CH:21][CH:20]=2)[O:14][C@H:11]([O:12][CH3:13])[C@@H:10]1[OH:31])[C:2]1[CH:7]=[CH:6][CH:5]=[CH:4][CH:3]=1.[C:32](OC(=O)C)(=[O:34])[CH3:33]. Product: [C:32]([O:31][C@@H:10]1[C@H:9]([O:8][CH2:1][C:2]2[CH:3]=[CH:4][CH:5]=[CH:6][CH:7]=2)[C@@:15]([CH2:25][O:26][S:27]([CH3:30])(=[O:29])=[O:28])([CH2:16][O:17][CH2:18][C:19]2[CH:20]=[CH:21][CH:22]=[CH:23][CH:24]=2)[O:14][CH:11]1[O:12][CH3:13])(=[O:34])[CH3:33]. The catalyst class is: 17.